From a dataset of Catalyst prediction with 721,799 reactions and 888 catalyst types from USPTO. Predict which catalyst facilitates the given reaction. Reactant: [OH-].[K+].[Br:3][C:4]1[CH:9]=[CH:8][C:7]([CH2:10][C:11]([CH:14]([C:20]([O:22]CC)=[O:21])[C:15]([O:17]CC)=[O:16])([CH3:13])[CH3:12])=[CH:6][CH:5]=1.C(O)C.O. Product: [Br:3][C:4]1[CH:9]=[CH:8][C:7]([CH2:10][C:11]([CH:14]([C:15]([OH:17])=[O:16])[C:20]([OH:22])=[O:21])([CH3:13])[CH3:12])=[CH:6][CH:5]=1. The catalyst class is: 6.